From a dataset of Catalyst prediction with 721,799 reactions and 888 catalyst types from USPTO. Predict which catalyst facilitates the given reaction. (1) Reactant: [Cl:1][C:2]1[CH:9]=[CH:8][CH:7]=[C:6]([N:10]2[CH:19]=[CH:18][C:17]3[C:12](=[C:13]([F:23])[CH:14]=[C:15]([CH:20]4[CH2:22][CH2:21]4)[CH:16]=3)[C:11]2=[O:24])[C:3]=1[CH:4]=[O:5].CC(O)C.[BH4-].[Na+]. Product: [Cl:1][C:2]1[C:3]([CH2:4][OH:5])=[C:6]([N:10]2[CH:19]=[CH:18][C:17]3[C:12](=[C:13]([F:23])[CH:14]=[C:15]([CH:20]4[CH2:22][CH2:21]4)[CH:16]=3)[C:11]2=[O:24])[CH:7]=[CH:8][CH:9]=1. The catalyst class is: 2. (2) Product: [N:1]1([C:13](=[O:14])[C:12]2[N:10]([CH3:11])[CH:9]=[N:8][C:7]=2[N:5]([CH3:6])[C:3]1=[O:4])[CH3:2].[C:15]([O-:23])(=[O:22])[C:16]1[CH:21]=[CH:20][CH:19]=[CH:18][CH:17]=1.[Na+:24]. The catalyst class is: 6. Reactant: [N:1]1([C:13](=[O:14])[C:12]2[N:10]([CH3:11])[CH:9]=[N:8][C:7]=2[N:5]([CH3:6])[C:3]1=[O:4])[CH3:2].[C:15]([O-:23])(=[O:22])[C:16]1[CH:21]=[CH:20][CH:19]=[CH:18][CH:17]=1.[Na+:24]. (3) Reactant: [Cl:1][C:2]1[CH:7]=[CH:6][C:5]([CH2:8][CH2:9][C:10]2[CH:15]=[CH:14][C:13](N)=[CH:12][CH:11]=2)=[CH:4][C:3]=1[C:17]([F:20])([F:19])[F:18].[Li+].C[Si]([N-:26][Si](C)(C)C)(C)C.F[C:32]1[CH:40]=[CH:39][CH:38]=[CH:37][C:33]=1[C:34]([OH:36])=[O:35]. Product: [Cl:1][C:2]1[CH:7]=[CH:6][C:5]([CH2:8][CH2:9][C:10]2[CH:15]=[CH:14][C:13]([C:40]3[C:32]([NH2:26])=[C:33]([CH:37]=[CH:38][CH:39]=3)[C:34]([OH:36])=[O:35])=[CH:12][CH:11]=2)=[CH:4][C:3]=1[C:17]([F:20])([F:19])[F:18]. The catalyst class is: 1. (4) Product: [CH:38]1([C:41]2[C:49]3[C:44](=[CH:45][CH:46]=[CH:47][C:48]=3[NH:50][C:22]([C:19]3[N:16]4[CH:17]=[CH:18][C:13]([O:12][CH2:11][CH2:10][N:7]5[CH2:8][CH2:9][N:4]([CH:1]([CH3:2])[CH3:3])[CH2:5][CH2:6]5)=[CH:14][C:15]4=[N:21][CH:20]=3)=[O:23])[N:43]([CH2:51][C:52]3[CH:56]=[CH:55][N:54]([CH2:57][CH3:58])[N:53]=3)[N:42]=2)[CH2:39][CH2:40]1. The catalyst class is: 37. Reactant: [CH:1]([N:4]1[CH2:9][CH2:8][N:7]([CH2:10][CH2:11][O:12][C:13]2[CH:18]=[CH:17][N:16]3[C:19]([C:22]([O-])=[O:23])=[CH:20][N:21]=[C:15]3[CH:14]=2)[CH2:6][CH2:5]1)([CH3:3])[CH3:2].[Li+].ClC1C=C(Cl)C=C(Cl)C=1C(Cl)=O.[CH:38]1([C:41]2[C:49]3[C:48]([NH2:50])=[CH:47][CH:46]=[CH:45][C:44]=3[N:43]([CH2:51][C:52]3[CH:56]=[CH:55][N:54]([CH2:57][CH3:58])[N:53]=3)[N:42]=2)[CH2:40][CH2:39]1.CCOCC. (5) Reactant: Br[C:2]1[CH:3]=[C:4]([N:8]2[CH2:13][CH2:12][C:11](=[O:14])[CH2:10][CH2:9]2)[CH:5]=[CH:6][CH:7]=1.[B:15]1([B:15]2[O:19][C:18]([CH3:21])([CH3:20])[C:17]([CH3:23])([CH3:22])[O:16]2)[O:19][C:18]([CH3:21])([CH3:20])[C:17]([CH3:23])([CH3:22])[O:16]1.CC([O-])=O.[K+].CS(C)=O. Product: [CH3:22][C:17]1([CH3:23])[C:18]([CH3:21])([CH3:20])[O:19][B:15]([C:2]2[CH:3]=[C:4]([N:8]3[CH2:13][CH2:12][C:11](=[O:14])[CH2:10][CH2:9]3)[CH:5]=[CH:6][CH:7]=2)[O:16]1. The catalyst class is: 6. (6) Reactant: [CH3:1][O:2][C:3]1[CH:4]=[C:5]([CH:9]2[C:17]3[C:12](=[CH:13][CH:14]=[CH:15][CH:16]=3)[CH:11]([C:18]3[CH:23]=[CH:22][C:21]4[O:24][CH2:25][O:26][C:20]=4[CH:19]=3)[CH:10]2[C:27]([O-:29])=[O:28])[CH:6]=[CH:7][CH:8]=1.COC1C=C(C2C3C(=CC=CC=3)C(C3C=CC4OCOC=4C=3)=C2C(OCC)=O)C=CC=1. Product: [CH3:1][O:2][C:3]1[CH:4]=[C:5]([CH:9]2[C:17]3[C:12](=[CH:13][CH:14]=[CH:15][CH:16]=3)[CH:11]([C:18]3[CH:23]=[CH:22][C:21]4[O:24][CH2:25][O:26][C:20]=4[CH:19]=3)[CH:10]2[C:27]([OH:29])=[O:28])[CH:6]=[CH:7][CH:8]=1. The catalyst class is: 50. (7) Reactant: [F:1][CH2:2][O:3][C:4]1[CH:11]=[CH:10][C:7]([C:8]#[N:9])=[CH:6][CH:5]=1.Cl. Product: [F:1][CH2:2][O:3][C:4]1[CH:11]=[CH:10][C:7]([CH2:8][NH2:9])=[CH:6][CH:5]=1. The catalyst class is: 29.